Dataset: Reaction yield outcomes from USPTO patents with 853,638 reactions. Task: Predict the reaction yield, written as a fraction of the theoretical maximum amount of product (1.0 means a 100% yield; for example, 0.34 means a 34% yield). (1) The reactants are [OH:1][C:2]1[C:7]([CH2:8][CH2:9][CH3:10])=[C:6]([SH:11])[CH:5]=[CH:4][C:3]=1[C:12](=[O:14])[CH3:13].[CH3:15][O:16][C:17](=[O:33])[C:18]1[CH:23]=[CH:22][CH:21]=[C:20]([CH2:24][C:25]2[CH:30]=[CH:29][CH:28]=[C:27]([CH2:31]I)[CH:26]=2)[CH:19]=1.C(=O)([O-])[O-].[Cs+].[Cs+].O. The catalyst is CC(=O)CC. The product is [CH3:15][O:16][C:17](=[O:33])[C:18]1[CH:23]=[CH:22][CH:21]=[C:20]([CH2:24][C:25]2[CH:30]=[CH:29][CH:28]=[C:27]([CH2:31][S:11][C:6]3[CH:5]=[CH:4][C:3]([C:12](=[O:14])[CH3:13])=[C:2]([OH:1])[C:7]=3[CH2:8][CH2:9][CH3:10])[CH:26]=2)[CH:19]=1. The yield is 0.850. (2) The reactants are [Na].[NH2:2][C:3]1[N:7]([CH3:8])[N:6]=[CH:5][C:4]=1[C:9]([O:11]CC)=O.[C:14](OCC)(=[O:21])[CH2:15][C:16]([O:18][CH2:19][CH3:20])=[O:17]. The catalyst is C(O)C.O. The product is [OH:11][C:9]1[C:4]2[CH:5]=[N:6][N:7]([CH3:8])[C:3]=2[NH:2][C:14](=[O:21])[C:15]=1[C:16]([O:18][CH2:19][CH3:20])=[O:17]. The yield is 0.820. (3) The reactants are C[O:2][C:3](=[O:38])[C:4]1[CH:9]=[CH:8][CH:7]=[C:6]([NH:10][CH2:11][C:12](=[O:37])[CH2:13][CH2:14][N:15]2[CH2:20][CH2:19][CH:18]([O:21][C:22](=[O:36])[NH:23][C:24]3[CH:29]=[CH:28][CH:27]=[CH:26][C:25]=3[C:30]3[CH:35]=[CH:34][CH:33]=[CH:32][CH:31]=3)[CH2:17][CH2:16]2)[CH:5]=1.[OH-].[Li+].C(#N)C.Cl. The catalyst is O. The product is [C:25]1([C:30]2[CH:35]=[CH:34][CH:33]=[CH:32][CH:31]=2)[CH:26]=[CH:27][CH:28]=[CH:29][C:24]=1[NH:23][C:22]([O:21][CH:18]1[CH2:17][CH2:16][N:15]([CH2:14][CH2:13][C:12]([CH2:11][NH:10][C:6]2[CH:5]=[C:4]([CH:9]=[CH:8][CH:7]=2)[C:3]([OH:38])=[O:2])=[O:37])[CH2:20][CH2:19]1)=[O:36]. The yield is 0.870. (4) The reactants are ClC1C=CC=C(OC)C=1C1C=CC=CC=1Cl.[F:17][C:18]1[CH:23]=[CH:22][CH:21]=[C:20]([O:24][CH3:25])[C:19]=1B(O)O.[Cl:29][C:30]1[CH:35]=[C:34]([Cl:36])[CH:33]=[CH:32][C:31]=1Br. The product is [Cl:29][C:30]1[CH:35]=[C:34]([Cl:36])[CH:33]=[CH:32][C:31]=1[C:19]1[C:18]([F:17])=[CH:23][CH:22]=[CH:21][C:20]=1[O:24][CH3:25]. The yield is 0.420. No catalyst specified. (5) The reactants are [CH2:1]([O:8][CH2:9][N:10]1[C:15](=[O:16])[C:14]([Br:17])=[N:13][N:12]([CH2:18][C:19](F)(F)[C:20]2[CH:25]=[CH:24][CH:23]=[CH:22][CH:21]=2)[C:11]1=[O:28])[C:2]1[CH:7]=[CH:6][CH:5]=[CH:4][CH:3]=1.[CH3:29][C:30]1C2[C:31](=[CH:32]C=CC=2)[C:30]([CH2:29]O)=[CH:32][CH:31]=1. No catalyst specified. The product is [CH2:1]([O:8][CH2:9][N:10]1[C:15](=[O:16])[C:14]([Br:17])=[N:13][N:12]([CH2:18][C:19]2[C:20]3[C:25](=[CH:24][CH:23]=[CH:22][CH:21]=3)[C:31]([CH3:32])=[CH:30][CH:29]=2)[C:11]1=[O:28])[C:2]1[CH:7]=[CH:6][CH:5]=[CH:4][CH:3]=1. The yield is 0.360.